From a dataset of Experimentally validated miRNA-target interactions with 360,000+ pairs, plus equal number of negative samples. Binary Classification. Given a miRNA mature sequence and a target amino acid sequence, predict their likelihood of interaction. The miRNA is hsa-miR-16-5p with sequence UAGCAGCACGUAAAUAUUGGCG. The protein sequence of the target gene is MSKLSFRARALDASKPLPVFRCEDLPDLHEYASINRAVPQMPTGMEKEEESEHHLQRAISAQQVYGEKRDNMVIPVPEAESNIAYYESIYPGEFKMPKQLIHIQPFSLDAEQPDYDLDSEDEVFVNKLKKKMDICPLQFEEMIDRLEKGSGQQPVSLQEAKLLLKEDDELIREVYEYWIKKRKNCRGPSLIPSVKQEKRDGSSTNDPYVAFRRRTEKMQTRKNRKNDEASYEKMLKLRRDLSRAVTILEMIKRREKSKRELLHLTLEIMEKRYNLGDYNGEIMSEVMAQRQPMKPTYAIP.... Result: 1 (interaction).